From a dataset of Forward reaction prediction with 1.9M reactions from USPTO patents (1976-2016). Predict the product of the given reaction. (1) Given the reactants ClC1C=C(C=CC=1Cl)OC1CCN(S(C2C(C)=NN(C)C=2C)(=O)=O)CC1.[F:27][CH:28]([F:40])[N:29]1[C:33]([CH3:34])=[C:32]([S:35](Cl)(=[O:37])=[O:36])[C:31]([CH3:39])=[N:30]1.Cl.[Cl:42][C:43]1[CH:55]=[C:54]([Cl:56])[CH:53]=[CH:52][C:44]=1[O:45][CH:46]1[CH2:51][CH2:50][NH:49][CH2:48][CH2:47]1, predict the reaction product. The product is: [Cl:42][C:43]1[CH:55]=[C:54]([Cl:56])[CH:53]=[CH:52][C:44]=1[O:45][CH:46]1[CH2:47][CH2:48][N:49]([S:35]([C:32]2[C:31]([CH3:39])=[N:30][N:29]([CH:28]([F:40])[F:27])[C:33]=2[CH3:34])(=[O:37])=[O:36])[CH2:50][CH2:51]1. (2) Given the reactants C1(C(F)(F)F)C=CC=CC=1.[F:11][C:12]([N:17]1[CH:21]=[CH:20][N:19]=[CH:18]1)(F)[CH:13]([F:15])[F:14], predict the reaction product. The product is: [F:11][C:12]([N:17]1[CH:21]=[CH:20][N:19]=[CH:18]1)=[C:13]([F:15])[F:14]. (3) Given the reactants [CH2:1]([O:8][C:9]1[C:10](I)=[N:11][C:12]([CH3:15])=[CH:13][CH:14]=1)[C:2]1[CH:7]=[CH:6][CH:5]=[CH:4][CH:3]=1.C([Sn](CCCC)(CCCC)[C:22]1[O:23][CH:24]=[CH:25][CH:26]=1)CCC.CO, predict the reaction product. The product is: [CH2:1]([O:8][C:9]1[C:10]([C:22]2[O:23][CH:24]=[CH:25][CH:26]=2)=[N:11][C:12]([CH3:15])=[CH:13][CH:14]=1)[C:2]1[CH:7]=[CH:6][CH:5]=[CH:4][CH:3]=1. (4) The product is: [N:12]([CH2:8][C:6]1[CH:7]=[C:2]([Br:1])[C:3]([F:11])=[CH:4][C:5]=1[F:10])=[N+:13]=[N-:14]. Given the reactants [Br:1][C:2]1[CH:7]=[C:6]([CH2:8]Br)[C:5]([F:10])=[CH:4][C:3]=1[F:11].[N-:12]=[N+:13]=[N-:14].[Na+].O, predict the reaction product.